From a dataset of Forward reaction prediction with 1.9M reactions from USPTO patents (1976-2016). Predict the product of the given reaction. (1) Given the reactants [N:1]1[CH:6]=[CH:5][C:4]([C:7]([OH:9])=O)=[C:3]([C:10]([OH:12])=[O:11])[CH:2]=1.C(OC(=O)C)(=O)C, predict the reaction product. The product is: [N:1]1[CH:6]=[CH:5][C:4]2[C:7]([O:12][C:10](=[O:11])[C:3]=2[CH:2]=1)=[O:9]. (2) Given the reactants I[C:2]1[CH:3]=[N:4][CH:5]=[CH:6][CH:7]=1.[C:8]([C:10]1[CH:15]=[CH:14][C:13]([F:16])=[CH:12][CH:11]=1)#[CH:9], predict the reaction product. The product is: [F:16][C:13]1[CH:14]=[CH:15][C:10]([C:8]#[C:9][C:2]2[CH:3]=[N:4][CH:5]=[CH:6][CH:7]=2)=[CH:11][CH:12]=1. (3) Given the reactants [Cl:1][C:2]1[CH:3]=[C:4]([C:11]2[N:15]([CH3:16])[CH:14]=[N:13][C:12]=2[CH3:17])[CH:5]=[CH:6][C:7]=1[N+:8]([O-])=O.S(S([O-])=O)([O-])=O.[Na+].[Na+].O.Cl, predict the reaction product. The product is: [Cl:1][C:2]1[CH:3]=[C:4]([C:11]2[N:15]([CH3:16])[CH:14]=[N:13][C:12]=2[CH3:17])[CH:5]=[CH:6][C:7]=1[NH2:8]. (4) Given the reactants [NH2:1][C:2]1[CH:7]=[CH:6][C:5]([Br:8])=[CH:4][C:3]=1[C:9]([C:11]1[CH:16]=[CH:15][CH:14]=[CH:13][CH:12]=1)=O.[CH3:17][CH2:18][C:19](=O)[CH2:20][C:21](=[O:24])[CH2:22][CH3:23].[Na], predict the reaction product. The product is: [Br:8][C:5]1[CH:4]=[C:3]2[C:2](=[CH:7][CH:6]=1)[N:1]=[C:19]([CH2:18][CH3:17])[C:20]([C:21](=[O:24])[CH2:22][CH3:23])=[C:9]2[C:11]1[CH:16]=[CH:15][CH:14]=[CH:13][CH:12]=1. (5) Given the reactants [OH:1][C:2]1[C:10](O)=[CH:9][CH:8]=[CH:7][C:3]=1[C:4]([NH2:6])=[O:5].[C:12](=[O:15])([O-])[O-].[K+].[K+].[CH2:18](Br)[C:19]1[CH:24]=[CH:23][CH:22]=[CH:21][CH:20]=1.O, predict the reaction product. The product is: [CH2:18]([O:1][C:2]1[C:10]([O:15][CH2:12][C:2]2[CH:10]=[CH:9][CH:8]=[CH:7][CH:3]=2)=[CH:9][CH:8]=[CH:7][C:3]=1[C:4]([NH2:6])=[O:5])[C:19]1[CH:24]=[CH:23][CH:22]=[CH:21][CH:20]=1. (6) Given the reactants [C:1]([O:5][C:6]([NH:8][CH:9]([C:15]#[N:16])[C:10]([O:12][CH2:13][CH3:14])=[O:11])=[O:7])([CH3:4])([CH3:3])[CH3:2].C(=O)([O-])[O-].[K+].[K+].[I-].[K+].Cl[CH2:26][C:27]([O:29][CH:30]1[CH:35]([CH:36]([CH3:38])[CH3:37])[CH2:34][CH2:33][CH:32]([CH3:39])[CH2:31]1)=[O:28], predict the reaction product. The product is: [C:1]([O:5][C:6]([NH:8][C:9]([C:15]#[N:16])([CH2:26][C:27]([O:29][CH:30]1[CH:35]([CH:36]([CH3:38])[CH3:37])[CH2:34][CH2:33][CH:32]([CH3:39])[CH2:31]1)=[O:28])[C:10]([O:12][CH2:13][CH3:14])=[O:11])=[O:7])([CH3:2])([CH3:4])[CH3:3].